This data is from Catalyst prediction with 721,799 reactions and 888 catalyst types from USPTO. The task is: Predict which catalyst facilitates the given reaction. (1) Reactant: [Cl:1][C:2]1[CH:3]=[C:4]2[C:8](=[CH:9][CH:10]=1)[NH:7][C:6]([C:11]([OH:13])=O)=[CH:5]2.[N:14]1([C:20]([O:22][C:23]([CH3:26])([CH3:25])[CH3:24])=[O:21])[CH2:19][CH2:18][NH:17][CH2:16][CH2:15]1.C1C=CC2N(O)N=NC=2C=1.CCN=C=NCCCN(C)C.Cl. Product: [C:23]([O:22][C:20]([N:14]1[CH2:19][CH2:18][N:17]([C:11]([C:6]2[NH:7][C:8]3[C:4]([CH:5]=2)=[CH:3][C:2]([Cl:1])=[CH:10][CH:9]=3)=[O:13])[CH2:16][CH2:15]1)=[O:21])([CH3:26])([CH3:24])[CH3:25]. The catalyst class is: 143. (2) Reactant: C([O:4][CH2:5][CH2:6][CH2:7][CH2:8][CH2:9][CH2:10][CH2:11][CH2:12][CH2:13][CH2:14][CH2:15][CH2:16][C:17]1[CH:22]=[CH:21][C:20]([I:23])=[CH:19][CH:18]=1)(=O)C.CO.[OH-].[Na+]. Product: [I:23][C:20]1[CH:19]=[CH:18][C:17]([CH2:16][CH2:15][CH2:14][CH2:13][CH2:12][CH2:11][CH2:10][CH2:9][CH2:8][CH2:7][CH2:6][CH2:5][OH:4])=[CH:22][CH:21]=1. The catalyst class is: 20. (3) Reactant: [F:1][C:2]([F:31])([F:30])[C:3]1[CH:4]=[C:5]([C:13](O)([C:25]([F:28])([F:27])[F:26])[CH2:14][C:15]([C:17]2[CH:22]=[CH:21][C:20]([CH3:23])=[C:19]([Cl:24])[CH:18]=2)=[O:16])[CH:6]=[C:7]([C:9]([F:12])([F:11])[F:10])[CH:8]=1.C1(C)C=CC=CC=1.S(Cl)(Cl)=O. Product: [F:30][C:2]([F:1])([F:31])[C:3]1[CH:4]=[C:5]([C:13]([C:25]([F:28])([F:27])[F:26])=[CH:14][C:15]([C:17]2[CH:22]=[CH:21][C:20]([CH3:23])=[C:19]([Cl:24])[CH:18]=2)=[O:16])[CH:6]=[C:7]([C:9]([F:10])([F:11])[F:12])[CH:8]=1. The catalyst class is: 17. (4) Reactant: [Cl:1][C:2]1[C:13]2=[C:14]3[C:9](=[CH:10][CH:11]=[CH:12]2)[C:8](=[O:15])[NH:7][C:6](=[O:16])[N:5]3[CH2:4][C:3]=1[CH2:17]O.S(Cl)([Cl:21])=O. Product: [Cl:1][C:2]1[C:13]2=[C:14]3[C:9](=[CH:10][CH:11]=[CH:12]2)[C:8](=[O:15])[NH:7][C:6](=[O:16])[N:5]3[CH2:4][C:3]=1[CH2:17][Cl:21]. The catalyst class is: 11. (5) Reactant: Cl[C:2]1[CH:7]=[C:6]([O:8][C:9]2[CH:10]=[CH:11][C:12]([NH:16][C:17]([N:19]3[CH2:23][CH2:22][N:21]([CH2:24][CH2:25][O:26][CH3:27])[C:20]3=[O:28])=[O:18])=[N:13][C:14]=2[CH3:15])[CH:5]=[CH:4][N:3]=1.[CH3:29][N:30]1[CH:34]=[C:33]([Sn](CCCC)(CCCC)CCCC)[N:32]=[CH:31]1.[F-].[K+].CCOC(C)=O. Product: [CH3:27][O:26][CH2:25][CH2:24][N:21]1[CH2:22][CH2:23][N:19]([C:17]([NH:16][C:12]2[CH:11]=[CH:10][C:9]([O:8][C:6]3[CH:5]=[CH:4][N:3]=[C:2]([C:33]4[N:32]=[CH:31][N:30]([CH3:29])[CH:34]=4)[CH:7]=3)=[C:14]([CH3:15])[N:13]=2)=[O:18])[C:20]1=[O:28]. The catalyst class is: 109. (6) Reactant: [CH3:1][S:2][C:3]1[CH:8]=[CH:7][C:6]([Mg]Br)=[CH:5][CH:4]=1.[CH2:11]([O:18][C:19]1[CH:26]=[CH:25][CH:24]=[CH:23][C:20]=1[CH:21]=[O:22])[C:12]1[CH:17]=[CH:16][CH:15]=[CH:14][CH:13]=1.[Cl-].[NH4+]. Product: [CH2:11]([O:18][C:19]1[CH:26]=[CH:25][CH:24]=[CH:23][C:20]=1[CH:21]([C:6]1[CH:7]=[CH:8][C:3]([S:2][CH3:1])=[CH:4][CH:5]=1)[OH:22])[C:12]1[CH:13]=[CH:14][CH:15]=[CH:16][CH:17]=1. The catalyst class is: 1. (7) Reactant: [H-].[Na+].[C:3]([O:11][CH2:12][CH3:13])(=[O:10])[CH2:4][C:5]([O:7][CH2:8][CH3:9])=[O:6].Br[CH2:15][CH2:16][CH3:17].Cl. Product: [CH2:15]([CH:4]([C:5]([O:7][CH2:8][CH3:9])=[O:6])[C:3]([O:11][CH2:12][CH3:13])=[O:10])[CH2:16][CH3:17]. The catalyst class is: 3. (8) Reactant: [F:1][C:2]1[CH:3]=[CH:4][C:5]([O:9][C:10]2[CH:15]=[CH:14][CH:13]=[CH:12][CH:11]=2)=[C:6]([NH2:8])[CH:7]=1.[CH3:16][O:17][C:18]1[CH:19]=[CH:20][C:21]([O:26][CH2:27][CH2:28][O:29][S:30]([CH3:33])(=[O:32])=[O:31])=[C:22]([CH:25]=1)[CH:23]=O.[Na]. The catalyst class is: 701. Product: [F:1][C:2]1[CH:3]=[CH:4][C:5]([O:9][C:10]2[CH:15]=[CH:14][CH:13]=[CH:12][CH:11]=2)=[C:6]([NH:8][CH2:23][C:22]2[CH:25]=[C:18]([O:17][CH3:16])[CH:19]=[CH:20][C:21]=2[O:26][CH2:27][CH2:28][O:29][S:30]([CH3:33])(=[O:31])=[O:32])[CH:7]=1. (9) Reactant: [CH3:1][CH2:2][N:3]1[C:9](=[O:10])[C:7](=[O:8])[N:6]([C:11]([NH:13][C@@H:14]([C:21]([NH:23][C@@H:24]2[C:27](=[O:28])[N:26]3[C@@H:29]([C:34]([O-:36])=[O:35])[C:30]([CH3:33])([CH3:32])[S:31][C@H:25]23)=[O:22])[C:15]2[CH:20]=[CH:19][CH:18]=[CH:17][CH:16]=2)=[O:12])[CH2:5][CH2:4]1.[CH3:37][C@@:38]1([CH2:51][N:52]2[N:56]=[N:55][CH:54]=[CH:53]2)[S:42](=[O:44])(=[O:43])[C@@H:41]2[CH2:45][C:46](=[O:47])[N:40]2[C@H:39]1[C:48]([OH:50])=[O:49].[Na+].[CH3:58][CH2:59][N:60]1[C:66](=[O:67])[C:64](=[O:65])[N:63]([C:68]([NH:70][C@@H:71]([C:78]([NH:80][C@@H:81]2[C:84](=[O:85])[N:83]3[C@@H:86]([C:91]([OH:93])=[O:92])[C:87]([CH3:90])([CH3:89])[S:88][C@H:82]23)=[O:79])[C:72]2[CH:73]=[CH:74][CH:75]=[CH:76][CH:77]=2)=[O:69])[CH2:62][CH2:61]1. Product: [CH3:1][CH2:2][N:3]1[C:9](=[O:10])[C:7](=[O:8])[N:6]([C:11]([NH:13][C@@H:14]([C:21]([NH:23][C@@H:24]2[C:27](=[O:28])[N:26]3[C@@H:29]([C:34]([OH:36])=[O:35])[C:30]([CH3:32])([CH3:33])[S:31][C@H:25]23)=[O:22])[C:15]2[CH:16]=[CH:17][CH:18]=[CH:19][CH:20]=2)=[O:12])[CH2:5][CH2:4]1.[CH3:37][C@@:38]1([CH2:51][N:52]2[N:56]=[N:55][CH:54]=[CH:53]2)[S:42](=[O:43])(=[O:44])[C@@H:41]2[CH2:45][C:46](=[O:47])[N:40]2[C@H:39]1[C:48]([OH:50])=[O:49].[CH3:58][CH2:59][N:60]1[C:66](=[O:67])[C:64](=[O:65])[N:63]([C:68]([NH:70][C@@H:71]([C:78]([NH:80][C@@H:81]2[C:84](=[O:85])[N:83]3[C@@H:86]([C:91]([OH:93])=[O:92])[C:87]([CH3:89])([CH3:90])[S:88][C@H:82]23)=[O:79])[C:72]2[CH:77]=[CH:76][CH:75]=[CH:74][CH:73]=2)=[O:69])[CH2:62][CH2:61]1. The catalyst class is: 6. (10) Reactant: [Cl-].[CH2:2]([N+:4]1([CH2:9][O:10][CH3:11])[CH2:8][CH2:7][CH2:6][CH2:5]1)[CH3:3].[F:12][P-:13]([F:18])([F:17])([F:16])([F:15])[F:14].[Na+].C(Cl)(Cl)Cl. Product: [F:12][P-:13]([F:18])([F:17])([F:16])([F:15])[F:14].[CH2:2]([N+:4]1([CH2:9][O:10][CH3:11])[CH2:8][CH2:7][CH2:6][CH2:5]1)[CH3:3]. The catalyst class is: 6.